From a dataset of Forward reaction prediction with 1.9M reactions from USPTO patents (1976-2016). Predict the product of the given reaction. (1) Given the reactants Br[C:2]1[CH:7]=[CH:6][C:5]([CH2:8][C:9]([C:12]2[N:13]([S:23]([N:26]([CH3:28])[CH3:27])(=[O:25])=[O:24])[CH:14]=[C:15]([CH2:17][C:18]([CH3:22])([CH3:21])[CH2:19][CH3:20])[N:16]=2)([OH:11])[CH3:10])=[CH:4][CH:3]=1.C(=O)([O-])[O-].[Na+].[Na+].[CH3:35][S:36][C:37]1[CH:42]=[CH:41][CH:40]=[CH:39][C:38]=1B(O)O.O, predict the reaction product. The product is: [CH3:21][C:18]([CH3:22])([CH2:19][CH3:20])[CH2:17][C:15]1[N:16]=[C:12]([C:9]([OH:11])([CH3:10])[CH2:8][C:5]2[CH:6]=[CH:7][C:2]([C:38]3[CH:39]=[CH:40][CH:41]=[CH:42][C:37]=3[S:36][CH3:35])=[CH:3][CH:4]=2)[N:13]([S:23]([N:26]([CH3:28])[CH3:27])(=[O:25])=[O:24])[CH:14]=1. (2) Given the reactants C(OC([N:8]1[CH2:13][CH2:12][CH:11]([O:14][CH3:15])[CH2:10][CH2:9]1)=O)(C)(C)C.[ClH:16], predict the reaction product. The product is: [ClH:16].[CH3:15][O:14][CH:11]1[CH2:12][CH2:13][NH:8][CH2:9][CH2:10]1. (3) Given the reactants [Cl:1][C:2]1[CH:27]=[CH:26][C:5]2[N:6]([CH2:23][CH2:24]Cl)[C:7]([CH2:9][N:10]3[C:14]4=[CH:15][N:16]=[CH:17][CH:18]=[C:13]4[C:12]([S:19]([CH3:22])(=[O:21])=[O:20])=[N:11]3)=[N:8][C:4]=2[CH:3]=1.[NH:28]1[CH2:32][CH2:31][CH:30]([OH:33])[CH2:29]1, predict the reaction product. The product is: [Cl:1][C:2]1[CH:27]=[CH:26][C:5]2[N:6]([CH2:23][CH2:24][N:28]3[CH2:32][CH2:31][CH:30]([OH:33])[CH2:29]3)[C:7]([CH2:9][N:10]3[C:14]4=[CH:15][N:16]=[CH:17][CH:18]=[C:13]4[C:12]([S:19]([CH3:22])(=[O:21])=[O:20])=[N:11]3)=[N:8][C:4]=2[CH:3]=1.